This data is from Reaction yield outcomes from USPTO patents with 853,638 reactions. The task is: Predict the reaction yield, written as a fraction of the theoretical maximum amount of product (1.0 means a 100% yield; for example, 0.34 means a 34% yield). (1) The reactants are [NH2:1][CH2:2][CH2:3][CH2:4][OH:5].CC([O-])(C)C.[K+].[C:12]([O:16][C:17]([N:19]1[CH2:24][CH2:23][CH:22]([C:25]2[C:34]3[C:29](=[CH:30][C:31](F)=[CH:32][CH:33]=3)[N:28]=[CH:27][N:26]=2)[CH2:21][CH2:20]1)=[O:18])([CH3:15])([CH3:14])[CH3:13].[CH3:36][S:37](Cl)(=[O:39])=[O:38].CCN(C(C)C)C(C)C. The yield is 0.790. The catalyst is C(Cl)Cl.C(Cl)Cl.CC(C)=O.COCCOC. The product is [C:12]([O:16][C:17]([N:19]1[CH2:24][CH2:23][CH:22]([C:25]2[C:34]3[C:29](=[CH:30][C:31]([O:5][CH2:4][CH2:3][CH2:2][NH:1][S:37]([CH3:36])(=[O:39])=[O:38])=[CH:32][CH:33]=3)[N:28]=[CH:27][N:26]=2)[CH2:21][CH2:20]1)=[O:18])([CH3:15])([CH3:14])[CH3:13]. (2) The reactants are [H-].[Na+].[C:3]([O:10][CH3:11])(=[O:9])[CH2:4][C:5]([O:7][CH3:8])=[O:6].Br[CH2:13][C:14]1[CH:19]=[CH:18][C:17]([Cl:20])=[C:16]([O:21][C:22]([F:25])([F:24])[F:23])[CH:15]=1.Cl. The catalyst is C1COCC1.C(OCC)C. The product is [CH3:8][O:7][C:5](=[O:6])[CH:4]([CH2:13][C:14]1[CH:19]=[CH:18][C:17]([Cl:20])=[C:16]([O:21][C:22]([F:25])([F:23])[F:24])[CH:15]=1)[C:3]([O:10][CH3:11])=[O:9]. The yield is 0.610. (3) The reactants are [C:1]([C:3]1[CH:8]=[CH:7][C:6]([C:9]2[O:13][N:12]=[C:11]([C:14]3[CH:19]=[CH:18][C:17]([C:20]4[CH:25]=[CH:24][C:23]([O:26][CH2:27][CH2:28][CH2:29][C:30]([OH:32])=[O:31])=[CH:22][CH:21]=4)=[CH:16][CH:15]=3)[N:10]=2)=[CH:5][CH:4]=1)#[N:2].CC(O)=O.CCN(CC)CC.[N-:44]=[N+:45]=[N-:46].[Na+].Cl. The catalyst is O.CN(C=O)C. The product is [NH:44]1[C:1]([C:3]2[CH:8]=[CH:7][C:6]([C:9]3[O:13][N:12]=[C:11]([C:14]4[CH:19]=[CH:18][C:17]([C:20]5[CH:25]=[CH:24][C:23]([O:26][CH2:27][CH2:28][CH2:29][C:30]([OH:32])=[O:31])=[CH:22][CH:21]=5)=[CH:16][CH:15]=4)[N:10]=3)=[CH:5][CH:4]=2)=[N:2][N:46]=[N:45]1. The yield is 0.720. (4) The reactants are O[C:2]1[C:3]([C:11]2([CH2:27][OH:28])[C:19]3[C:14](=[CH:15][CH:16]=[CH:17][CH:18]=3)[N:13]([CH2:20][C:21]([O:23][CH2:24][CH3:25])=[O:22])[C:12]2=[O:26])=[CH:4][C:5]2[O:9][CH2:8][O:7][C:6]=2[CH:10]=1.C1(CCN2C3C(=CC=CC=3)C(C3C(O)=CC4OCOC=4C=3)(CO)C2=O)CC1. No catalyst specified. The product is [O:26]=[C:12]1[C:11]2([C:3]3=[CH:4][C:5]4[O:9][CH2:8][O:7][C:6]=4[CH:10]=[C:2]3[O:28][CH2:27]2)[C:19]2[C:14](=[CH:15][CH:16]=[CH:17][CH:18]=2)[N:13]1[CH2:20][C:21]([O:23][CH2:24][CH3:25])=[O:22]. The yield is 0.900.